This data is from Drug-target binding data from BindingDB using Ki measurements. The task is: Regression. Given a target protein amino acid sequence and a drug SMILES string, predict the binding affinity score between them. We predict pKi (pKi = -log10(Ki in M); higher means stronger inhibition). Dataset: bindingdb_ki. (1) The target protein (O55242) has sequence MPWAAGRRWAWITLILTIIAVLIQAAWLWLGTQNFVFSREEIAQLARQYAGLDHELAFSRLIVELRRLHPGHVLPDEELQWVFVNAGGWMGAMCILHASLSEYVLLFGTALGSHGHSGRYWAEISDTIISGTFHQWKEGTTKSEVFYPGETVVHGPGEATALEWGPNTWMVEYGRGVIPSTLFFALADTFFSTQDYLTLFYTLRAYARGLRLELTTYLFGQDS. The pKi is 8.3. The drug is O=[N+]([O-])c1ccc(OCC2CCN(Cc3ccccc3)CC2)cc1. (2) The compound is O=C(OC[C@H]1O[C@@H](OC(=O)c2cc(O)c(O)c(O)c2)[C@H](OC(=O)c2cc(O)c(O)c(O)c2)[C@@H](OC(=O)c2cc(O)c(O)c(O)c2)[C@@H]1OC(=O)c1cc(O)c(O)c(O)c1)c1cc(O)c(O)c(O)c1. The target protein (P04745) has sequence MKLFWLLFTIGFCWAQYSSNTQQGRTSIVHLFEWRWVDIALECERYLAPKGFGGVQVSPPNENVAIHNPFRPWWERYQPVSYKLCTRSGNEDEFRNMVTRCNNVGVRIYVDAVINHMCGNAVSAGTSSTCGSYFNPGSRDFPAVPYSGWDFNDGKCKTGSGDIENYNDATQVRDCRLSGLLDLALGKDYVRSKIAEYMNHLIDIGVAGFRIDASKHMWPGDIKAILDKLHNLNSNWFPEGSKPFIYQEVIDLGGEPIKSSDYFGNGRVTEFKYGAKLGTVIRKWNGEKMSYLKNWGEGWGFMPSDRALVFVDNHDNQRGHGAGGASILTFWDARLYKMAVGFMLAHPYGFTRVMSSYRWPRYFENGKDVNDWVGPPNDNGVTKEVTINPDTTCGNDWVCEHRWRQIRNMVNFRNVVDGQPFTNWYDNGSNQVAFGRGNRGFIVFNNDDWTFSLTLQTGLPAGTYCDVISGDKINGNCTGIKIYVSDDGKAHFSISNSAED.... The pKi is 5.6. (3) The compound is O=c1[nH]c(CCc2ccc3c(cnn3O)c2)no1. The target protein sequence is NLINYQDDAELATRAIPELTKLLNDEDQVVVNKAAVMVHQLSKKEASRHAIMRSPQMVSAIVRTMQNTNDVETARCTAGTLHNLSHHREGLLAIFKSGGIPALVKMLGSPVDSVLFYAITTLHNLLLHQEGAKMAVRLAGGLQKMVALLNKTNVKFLAITTDCLQILAYGNQESKLIILASGGPQALVNIMRTYTYEKLLWTTSRVLKVLSVCSSNKPAIVEAGGMQALGLHLTDPSQRLVQNCLWTLRNLSDAATKQEGMEGLLGTLVQLLGSDDINVVTCAAGILSNLTCNNYKNKMMVCQVGGIEALVRTVLRAGDREDITEPAICALRHLTSRHQEAEMAQNAVRLHYGLPVVVKLLHPPSHWPLIKATVGLIRNLALCPANHAPLREQGAIPRLVQLLVRAHQDTQRRTSMGGTQQQFVEGVRMEEIVEGCTGALHILARDVHNRIVIRGLNTIPLFVQLLYSPIENIQRVAAGVLCELAQDKEAAEAIEAEGAT.... The pKi is 4.0.